This data is from Full USPTO retrosynthesis dataset with 1.9M reactions from patents (1976-2016). The task is: Predict the reactants needed to synthesize the given product. (1) Given the product [CH2:21]([CH:25]1[CH2:30][CH2:29][N:28]([CH2:17][CH2:18][CH2:19][N:8]2[C:9]3[C:4](=[C:3]([CH3:13])[C:2]([F:1])=[CH:11][CH:10]=3)[CH2:5][CH2:6][C:7]2=[O:12])[CH2:27][CH2:26]1)[CH2:22][CH2:23][CH3:24], predict the reactants needed to synthesize it. The reactants are: [F:1][C:2]1[C:3]([CH3:13])=[C:4]2[C:9](=[CH:10][CH:11]=1)[NH:8][C:7](=[O:12])[CH2:6][CH2:5]2.[H-].[Na+].Cl[CH2:17][CH2:18][CH2:19]I.[CH2:21]([CH:25]1[CH2:30][CH2:29][NH:28][CH2:27][CH2:26]1)[CH2:22][CH2:23][CH3:24].[Na+].[I-].C([O-])([O-])=O.[K+].[K+]. (2) Given the product [CH:1]([O:4][C:5]([N:7]1[CH:8]([CH2:30][CH3:31])[CH2:9][CH:10]([N:15]([C:16]2[N:21]=[CH:20][C:19]([O:22][CH2:23][C:24]3[CH:29]=[CH:28][CH:27]=[CH:26][CH:25]=3)=[CH:18][N:17]=2)[CH2:35][C:36]2[CH:41]=[C:40]([C:42]([F:43])([F:44])[F:45])[CH:39]=[C:38]([Cl:46])[CH:37]=2)[CH2:11][CH:12]1[CH2:13][CH3:14])=[O:6])([CH3:3])[CH3:2], predict the reactants needed to synthesize it. The reactants are: [CH:1]([O:4][C:5]([N:7]1[CH:12]([CH2:13][CH3:14])[CH2:11][CH:10]([NH:15][C:16]2[N:21]=[CH:20][C:19]([O:22][CH2:23][C:24]3[CH:29]=[CH:28][CH:27]=[CH:26][CH:25]=3)=[CH:18][N:17]=2)[CH2:9][CH:8]1[CH2:30][CH3:31])=[O:6])([CH3:3])[CH3:2].[H-].[Na+].Br[CH2:35][C:36]1[CH:41]=[C:40]([C:42]([F:45])([F:44])[F:43])[CH:39]=[C:38]([Cl:46])[CH:37]=1.O.